From a dataset of Full USPTO retrosynthesis dataset with 1.9M reactions from patents (1976-2016). Predict the reactants needed to synthesize the given product. (1) Given the product [Cl:1][C:2]([Cl:7])([Cl:6])[C:3]([O:4][CH:17]1[O:19][C@H:13]([CH2:12][O:11][C:8](=[O:10])[CH3:9])[C@@H:14]([O:31][CH2:32][C:33]2[CH:38]=[CH:37][CH:36]=[CH:35][CH:34]=2)[C@H:15]([O:23][CH2:24][C:25]2[CH:26]=[CH:27][CH:28]=[CH:29][CH:30]=2)[C@H:16]1[N:20]=[N+:21]=[N-:22])=[NH:5], predict the reactants needed to synthesize it. The reactants are: [Cl:1][C:2]([Cl:7])([Cl:6])[C:3](=[NH:5])[O-:4].[C:8]([O:11][CH2:12][C@H:13]1[O:19][CH:17](O)[C@H:16]([N:20]=[N+:21]=[N-:22])[C@@H:15]([O:23][CH2:24][C:25]2[CH:30]=[CH:29][CH:28]=[CH:27][CH:26]=2)[C@@H:14]1[O:31][CH2:32][C:33]1[CH:38]=[CH:37][CH:36]=[CH:35][CH:34]=1)(=[O:10])[CH3:9]. (2) Given the product [Br:18][C:2]1[CH:11]=[CH:10][CH:9]=[C:8]2[C:3]=1[CH:4]=[CH:5][N:6]=[CH:7]2, predict the reactants needed to synthesize it. The reactants are: N[C:2]1[CH:11]=[CH:10][CH:9]=[C:8]2[C:3]=1[CH:4]=[CH:5][N:6]=[CH:7]2.N([O-])=O.[Na+].[OH-].[Na+].[BrH:18]. (3) The reactants are: C1(=O)NC(=O)C2=CC=CC=C12.C1(P(C2C=CC=CC=2)C2C=CC=CC=2)C=CC=CC=1.[Cl:31][C:32]1[CH:40]=[C:39]2[C:35]([C:36]([C:61]#[N:62])=[C:37]([C:42]3[CH:43]=[N:44][CH:45]=[C:46]([CH:48]([N:50]4C(=O)C5C(=CC=CC=5)C4=O)[CH3:49])[CH:47]=3)[N:38]2[CH3:41])=[CH:34][CH:33]=1.P.O.NN.Cl. Given the product [NH2:50][CH:48]([C:46]1[CH:47]=[C:42]([C:37]2[N:38]([CH3:41])[C:39]3[C:35]([C:36]=2[C:61]#[N:62])=[CH:34][CH:33]=[C:32]([Cl:31])[CH:40]=3)[CH:43]=[N:44][CH:45]=1)[CH3:49], predict the reactants needed to synthesize it. (4) Given the product [CH2:26]([CH:33]1[CH2:37][O:36][C:35](=[O:38])[N:34]1[C:6](=[O:8])[C:5]([CH2:1][CH2:2][CH2:3][CH3:4])=[CH2:9])[C:27]1[CH:28]=[CH:29][CH:30]=[CH:31][CH:32]=1, predict the reactants needed to synthesize it. The reactants are: [CH2:1]([C:5](=[CH2:9])[C:6]([OH:8])=O)[CH2:2][CH2:3][CH3:4].CCN(C(C)C)C(C)C.C(Cl)(=O)C(C)(C)C.[CH2:26]([C@H:33]1[CH2:37][O:36][C:35](=[O:38])[NH:34]1)[C:27]1[CH:32]=[CH:31][CH:30]=[CH:29][CH:28]=1.C([Li])CCC. (5) Given the product [Br:31][C:28]1[CH:29]=[CH:30][C:25]([O:24][CH2:22][CH2:21][CH2:20][CH2:19][CH2:18][CH2:17][N:10]2[CH2:11][CH2:12][N:8]([C:5]3[CH:4]=[CH:3][C:2]([F:1])=[CH:7][CH:6]=3)[C:9]2=[O:13])=[CH:26][CH:27]=1, predict the reactants needed to synthesize it. The reactants are: [F:1][C:2]1[CH:7]=[CH:6][C:5]([N:8]2[CH2:12][CH2:11][NH:10][C:9]2=[O:13])=[CH:4][CH:3]=1.[H-].[Na+].Br[CH2:17][CH2:18][CH2:19][CH2:20][CH2:21][CH:22]([O:24][C:25]1[CH:30]=[CH:29][C:28]([Br:31])=[CH:27][CH:26]=1)C. (6) The reactants are: [NH2:1][C@H:2]([CH2:6][C@H:7]([NH:22][C:23]([C:25]1[N:26]=[N:27][NH:28][CH:29]=1)=[O:24])[CH2:8][C:9]1[CH:14]=[CH:13][C:12]([C:15]2[CH:20]=[CH:19][CH:18]=[CH:17][C:16]=2[F:21])=[CH:11][CH:10]=1)[C:3]([OH:5])=[O:4].[C:30](Cl)(=[O:32])[CH3:31].CCN(C(C)C)C(C)C.[OH-].[Na+]. Given the product [C:30]([NH:1][C@H:2]([CH2:6][C@H:7]([NH:22][C:23]([C:25]1[N:26]=[N:27][NH:28][CH:29]=1)=[O:24])[CH2:8][C:9]1[CH:10]=[CH:11][C:12]([C:15]2[CH:20]=[CH:19][CH:18]=[CH:17][C:16]=2[F:21])=[CH:13][CH:14]=1)[C:3]([OH:5])=[O:4])(=[O:32])[CH3:31], predict the reactants needed to synthesize it. (7) Given the product [OH:18][C:11]1([CH2:3][C:4]([O:6][CH2:7][CH3:8])=[O:5])[CH:12]=[C:13]([CH3:17])[C:14](=[O:16])[CH:15]=[C:10]1[CH3:9], predict the reactants needed to synthesize it. The reactants are: Br[Zn][CH2:3][C:4]([O:6][CH2:7][CH3:8])=[O:5].[CH3:9][C:10]1[C:11](=[O:18])[CH:12]=[C:13]([CH3:17])[C:14](=[O:16])[CH:15]=1.Cl.C(OCC)(=O)C. (8) Given the product [Cl:17][S:22]([C:6]1[CH:5]=[CH:4][C:3]([S:8]([NH:11][C:12]2[S:16][CH:15]=[CH:14][N:13]=2)(=[O:10])=[O:9])=[CH:2][CH:1]=1)(=[O:24])=[O:23], predict the reactants needed to synthesize it. The reactants are: [CH:1]1[C:6](N)=[CH:5][CH:4]=[C:3]([S:8]([NH:11][C:12]2[S:16][CH:15]=[CH:14][N:13]=2)(=[O:10])=[O:9])[CH:2]=1.[ClH:17].N([O-])=O.[Na+].[S:22](=[O:24])=[O:23].